The task is: Predict the reaction yield, written as a fraction of the theoretical maximum amount of product (1.0 means a 100% yield; for example, 0.34 means a 34% yield).. This data is from Reaction yield outcomes from USPTO patents with 853,638 reactions. (1) The reactants are [CH3:1][O:2][C:3]([C:5]1[S:6][C:7]([C:17]2[CH2:22][CH2:21][CH2:20][CH2:19][CH:18]=2)=[CH:8][C:9]=1[NH:10][C:11]1[CH:16]=[CH:15][CH:14]=[CH:13][CH:12]=1)=[O:4].[CH3:23][C@H:24]1[CH2:29][CH2:28][C@H:27]([C:30](Cl)=[O:31])[CH2:26][CH2:25]1. No catalyst specified. The product is [CH3:1][O:2][C:3]([C:5]1[S:6][C:7]([C:17]2[CH2:22][CH2:21][CH2:20][CH2:19][CH:18]=2)=[CH:8][C:9]=1[N:10]([C:30]([C@H:27]1[CH2:28][CH2:29][C@H:24]([CH3:23])[CH2:25][CH2:26]1)=[O:31])[C:11]1[CH:16]=[CH:15][CH:14]=[CH:13][CH:12]=1)=[O:4]. The yield is 0.270. (2) The reactants are [CH2:1]([N:3]1[C:12]2[C@@:7]([CH3:22])([C@H:8]3[CH2:19][CH2:18][C@@:17]4([CH3:20])[C@@H:13]([CH2:14][CH2:15][C:16]4=[O:21])[C@@H:9]3[CH2:10][CH:11]=2)[CH2:6][CH2:5][C:4]1=[O:23])[CH3:2].[O:24](S(C(F)(F)F)(=O)=O)[S:25]([C:28]([F:31])([F:30])[F:29])(=O)=[O:26].C(N(CC)CC)C. The catalyst is C(Cl)Cl. The product is [F:29][C:28]([F:31])([F:30])[S:25]([O:21][C:16]1[C@@:17]2([CH3:20])[CH2:18][CH2:19][C@H:8]3[C@H:9]([C@@H:13]2[CH2:14][CH:15]=1)[CH2:10][CH:11]=[C:12]1[C@:7]3([CH3:22])[CH2:6][CH2:5][C:4](=[O:23])[N:3]1[CH2:1][CH3:2])(=[O:26])=[O:24]. The yield is 0.210. (3) The reactants are [F:1][C:2]1[CH:3]=[C:4]2[C:9](=[CH:10][C:11]=1[OH:12])[CH2:8][CH:7]([C:13]([OH:15])=[O:14])[CH2:6][CH2:5]2.S(=O)(=O)(O)O.[CH3:21]O. No catalyst specified. The product is [F:1][C:2]1[CH:3]=[C:4]2[C:9](=[CH:10][C:11]=1[OH:12])[CH2:8][CH:7]([C:13]([O:15][CH3:21])=[O:14])[CH2:6][CH2:5]2. The yield is 0.620. (4) The reactants are [F:1][C:2]1[CH:7]=[CH:6][C:5]([CH2:8][C@H:9]([NH:25]C(=O)OC(C)(C)C)[C:10]([NH:12][C:13]2[N:17]([CH3:18])[N:16]=[C:15]([C:19]3[CH:24]=[CH:23][N:22]=[CH:21][CH:20]=3)[CH:14]=2)=[O:11])=[CH:4][CH:3]=1.Cl. The catalyst is O1CCOCC1. The product is [NH2:25][C@@H:9]([CH2:8][C:5]1[CH:4]=[CH:3][C:2]([F:1])=[CH:7][CH:6]=1)[C:10]([NH:12][C:13]1[N:17]([CH3:18])[N:16]=[C:15]([C:19]2[CH:24]=[CH:23][N:22]=[CH:21][CH:20]=2)[CH:14]=1)=[O:11]. The yield is 0.870. (5) The reactants are F[C:2]1[C:10]([F:11])=[C:9](F)[C:8]([N+:13]([O-:15])=[O:14])=[CH:7][C:3]=1[C:4](O)=O.[OH-:16].[NH4+:17].[OH2:18].C(O)(=O)C.C[N:24]1CCCC1=O. No catalyst specified. The product is [NH2:17][C:2]1[C:10]([F:11])=[C:9]([NH2:24])[C:8]([N+:13]([O-:15])=[O:14])=[CH:7][C:3]=1[C:4]([OH:18])=[O:16]. The yield is 0.860. (6) The reactants are [C:1]([O:5][C:6]([N:8]([C:13]1[CH:34]=[CH:33][C:16]([C:17]([O:19][C:20]([CH3:32])([CH3:31])[C:21]([O:23]CC2C=CC=CC=2)=[O:22])=[O:18])=[CH:15][C:14]=1[O:35][CH2:36][CH:37]1[CH2:39][CH2:38]1)[S:9]([CH3:12])(=[O:11])=[O:10])=[O:7])([CH3:4])([CH3:3])[CH3:2].C([O-])=O.[NH4+]. The catalyst is CO.[Pd]. The product is [C:1]([O:5][C:6]([N:8]([C:13]1[CH:34]=[CH:33][C:16]([C:17]([O:19][C:20]([CH3:32])([CH3:31])[C:21]([OH:23])=[O:22])=[O:18])=[CH:15][C:14]=1[O:35][CH2:36][CH:37]1[CH2:38][CH2:39]1)[S:9]([CH3:12])(=[O:10])=[O:11])=[O:7])([CH3:2])([CH3:3])[CH3:4]. The yield is 0.960. (7) The reactants are C(=O)(O)[O-].[NH4+].FC(F)(F)C([O-])=O.FC(F)(F)C(O)=O.[NH2:20][C:21]([CH3:56])([CH3:55])[CH2:22][O:23][C:24]1[CH:29]=[CH:28][C:27]([NH:30][C:31]2[CH:36]=[CH:35][C:34]([CH2:37][CH2:38][NH:39][CH2:40][C@@H:41]([C:43]3[CH:52]=[CH:51][C:50]([OH:53])=[C:49]4[C:44]=3[CH:45]=[CH:46][C:47](=[O:54])[NH:48]4)[OH:42])=[CH:33][CH:32]=2)=[CH:26][CH:25]=1. The catalyst is C(O)C. The product is [NH2:20][C:21]([CH3:56])([CH3:55])[CH2:22][O:23][C:24]1[CH:29]=[CH:28][C:27]([NH:30][C:31]2[CH:32]=[CH:33][C:34]([CH2:37][CH2:38][NH:39][CH2:40][C@@H:41]([C:43]3[CH:52]=[CH:51][C:50]([OH:53])=[C:49]4[C:44]=3[CH:45]=[CH:46][C:47](=[O:54])[NH:48]4)[OH:42])=[CH:35][CH:36]=2)=[CH:26][CH:25]=1. The yield is 0.800. (8) The reactants are N([O-])=O.[Na+].[Cl:5][C:6]1[CH:7]=[C:8]([CH:10]=[CH:11][CH:12]=1)[NH2:9].C([O-])(=O)C.[Na+].[CH2:18]([CH:20]([C:26]([CH3:28])=O)[C:21]([O:23][CH2:24][CH3:25])=[O:22])[CH3:19].[OH-].[K+]. The catalyst is O.Cl.C(O)C. The product is [Cl:5][C:6]1[CH:7]=[C:8]2[C:10]([C:18]([CH3:20])=[CH:19][NH:9]2)=[CH:11][CH:12]=1.[CH2:24]([O:23][C:21]([C:20]1[NH:9][C:8]2[C:28]([CH:26]=1)=[CH:11][CH:12]=[CH:6][CH:7]=2)=[O:22])[CH3:25]. The yield is 0.220. (9) The reactants are [Br:1][C:2]1[CH:7]=[CH:6][C:5]([CH2:8][CH2:9][CH2:10][C:11]([CH3:14])(O)[CH3:12])=[C:4]([O:15][CH3:16])[CH:3]=1.S(=O)(=O)(O)O. The catalyst is O. The product is [Br:1][C:2]1[CH:7]=[C:6]2[C:5]([CH2:8][CH2:9][CH2:10][C:11]2([CH3:14])[CH3:12])=[C:4]([O:15][CH3:16])[CH:3]=1. The yield is 0.830.